This data is from Forward reaction prediction with 1.9M reactions from USPTO patents (1976-2016). The task is: Predict the product of the given reaction. (1) Given the reactants [NH2:1][C:2]1[O:6][N:5]=[C:4]([CH3:7])[C:3]=1[Br:8].[C:9]1([CH3:19])[CH:14]=[CH:13][CH:12]=[C:11]([S:15](Cl)(=[O:17])=[O:16])[CH:10]=1, predict the reaction product. The product is: [Br:8][C:3]1[C:4]([CH3:7])=[N:5][O:6][C:2]=1[NH:1][S:15]([C:11]1[CH:10]=[C:9]([CH3:19])[CH:14]=[CH:13][CH:12]=1)(=[O:17])=[O:16]. (2) Given the reactants Br[C:2]1[CH:15]=[CH:14][C:5]([CH2:6][CH2:7][N:8]2[CH2:12][CH2:11][CH2:10][C@H:9]2[CH3:13])=[CH:4][CH:3]=1.B([C:19]1[CH:24]=[CH:23][C:22]([CH2:25][CH2:26][C:27]([OH:29])=[O:28])=[CH:21][CH:20]=1)(O)O.C([O-])([O-])=O.[Na+].[Na+].O, predict the reaction product. The product is: [CH3:13][C@@H:9]1[CH2:10][CH2:11][CH2:12][N:8]1[CH2:7][CH2:6][C:5]1[CH:14]=[CH:15][C:2]([C:19]2[CH:24]=[CH:23][C:22]([CH2:25][CH2:26][C:27]([OH:29])=[O:28])=[CH:21][CH:20]=2)=[CH:3][CH:4]=1.